From a dataset of Catalyst prediction with 721,799 reactions and 888 catalyst types from USPTO. Predict which catalyst facilitates the given reaction. (1) Reactant: [N+:1]([C:4]1[CH:13]=[C:12]2[C:7]([CH2:8][CH2:9][N:10]([CH2:14][CH2:15][OH:16])[CH2:11]2)=[CH:6][CH:5]=1)([O-])=O.Cl.[N+](C1C=C2C(CCNC2)=CC=1)([O-])=O.C(=O)([O-])[O-].[K+].[K+].ICCO. Product: [NH2:1][C:4]1[CH:13]=[C:12]2[C:7]([CH2:8][CH2:9][N:10]([CH2:14][CH2:15][OH:16])[CH2:11]2)=[CH:6][CH:5]=1. The catalyst class is: 10. (2) Reactant: [CH2:1]([O:3][C:4]([C@H:6]1[CH2:8][C@@H:7]1[C:9]1[CH:14]=[CH:13][C:12]([O:15][C@H:16]2[C:24]3[C:19](=[C:20](Br)[CH:21]=[CH:22][C:23]=3[F:25])[CH2:18][CH2:17]2)=[CH:11][CH:10]=1)=[O:5])[CH3:2].[B:27]1([B:27]2[O:31][C:30]([CH3:33])([CH3:32])[C:29]([CH3:35])([CH3:34])[O:28]2)[O:31][C:30]([CH3:33])([CH3:32])[C:29]([CH3:35])([CH3:34])[O:28]1.C([O-])(=O)C.[K+]. The catalyst class is: 12. Product: [CH2:1]([O:3][C:4]([C@H:6]1[CH2:8][C@@H:7]1[C:9]1[CH:14]=[CH:13][C:12]([O:15][C@H:16]2[C:24]3[C:19](=[C:20]([B:27]4[O:31][C:30]([CH3:33])([CH3:32])[C:29]([CH3:35])([CH3:34])[O:28]4)[CH:21]=[CH:22][C:23]=3[F:25])[CH2:18][CH2:17]2)=[CH:11][CH:10]=1)=[O:5])[CH3:2]. (3) Reactant: [N+:1]([CH2:4][C:5]([O:7][CH2:8][CH3:9])=[O:6])([O-:3])=O.[CH:10]1([O:15][CH2:16][C:17]#[CH:18])[CH2:14][CH2:13][CH2:12][CH2:11]1.N12CCN(CC1)CC2.Cl. Product: [CH:10]1([O:15][CH2:16][C:17]2[O:3][N:1]=[C:4]([C:5]([O:7][CH2:8][CH3:9])=[O:6])[CH:18]=2)[CH2:14][CH2:13][CH2:12][CH2:11]1. The catalyst class is: 22. (4) Product: [F:33][C:13]([C:16]1[CH:17]=[N:18][CH:19]=[CH:20][CH:21]=1)([CH3:14])[CH2:12][N:8]1[C:9]2[CH:10]=[CH:11][C:3]([CH2:2][OH:1])=[CH:4][C:5]=2[C:6]2[CH2:25][N:24]([CH3:26])[CH2:23][CH2:22][C:7]1=2. The catalyst class is: 2. Reactant: [OH:1][CH2:2][C:3]1[CH:11]=[CH:10][C:9]2[N:8]([CH2:12][C:13]([C:16]3[CH:17]=[N:18][CH:19]=[CH:20][CH:21]=3)(O)[CH3:14])[C:7]3[CH2:22][CH2:23][N:24]([CH3:26])[CH2:25][C:6]=3[C:5]=2[CH:4]=1.C(N(S(F)(F)[F:33])CC)C. (5) Reactant: Cl.[S:2]1[N:6]=[CH:5][C:4]([C:7]([NH:9][NH:10]C(OC(C)(C)C)=O)=[O:8])=[N:3]1. Product: [S:2]1[N:6]=[CH:5][C:4]([C:7]([NH:9][NH2:10])=[O:8])=[N:3]1. The catalyst class is: 12. (6) Reactant: [CH3:1][S:2]([NH:5][CH2:6][C:7]1[C:15]2[S:14](=[O:17])(=[O:16])[N:13]=[C:12]([CH2:18][C:19]([OH:21])=O)[NH:11][C:10]=2[S:9][CH:8]=1)(=[O:4])=[O:3].F[P-](F)(F)(F)(F)F.N1(OC(N(C)C)=[N+](C)C)C2N=CC=CC=2N=N1.CN1CCOCC1.C([O:55][C:56](=O)[CH:57]([CH2:68][C:69]1[CH:74]=[CH:73][CH:72]=[CH:71][CH:70]=1)[CH2:58][NH:59][CH2:60][C:61]1[CH:66]=[CH:65][C:64]([F:67])=[CH:63][CH:62]=1)C.[O-]CC.[Na+].C(O)C. Product: [CH2:68]([CH:57]1[CH2:58][N:59]([CH2:60][C:61]2[CH:62]=[CH:63][C:64]([F:67])=[CH:65][CH:66]=2)[C:19](=[O:21])[C:18]([C:12]2[NH:11][C:10]3[S:9][CH:8]=[C:7]([CH2:6][NH:5][S:2]([CH3:1])(=[O:3])=[O:4])[C:15]=3[S:14](=[O:16])(=[O:17])[N:13]=2)=[C:56]1[OH:55])[C:69]1[CH:70]=[CH:71][CH:72]=[CH:73][CH:74]=1. The catalyst class is: 9. (7) Reactant: [NH2:1][CH2:2][CH2:3][CH2:4][OH:5].C(N(CC)CC)C.[C:13]([O:17][C:18](O[C:18]([O:17][C:13]([CH3:16])([CH3:15])[CH3:14])=[O:19])=[O:19])([CH3:16])([CH3:15])[CH3:14]. Product: [C:13]([O:17][C:18]([NH:1][CH2:2][CH2:3][CH2:4][OH:5])=[O:19])([CH3:16])([CH3:15])[CH3:14]. The catalyst class is: 5. (8) Reactant: [CH3:1][C:2]([CH3:18])([O:4][C:5]([NH:7][C@@H:8]1[C:16]2[C:11](=[CH:12][CH:13]=[CH:14][CH:15]=2)[CH2:10][C@@H:9]1[OH:17])=[O:6])[CH3:3].C(N(CC)CC)C.[CH3:26][S:27](Cl)(=[O:29])=[O:28]. Product: [CH3:3][C:2]([CH3:18])([O:4][C:5]([NH:7][C@@H:8]1[C:16]2[C:11](=[CH:12][CH:13]=[CH:14][CH:15]=2)[CH2:10][C@@H:9]1[O:17][S:27]([CH3:26])(=[O:29])=[O:28])=[O:6])[CH3:1]. The catalyst class is: 2. (9) Reactant: [ClH:1].[N:2]1([CH:6]2[CH2:9][N:8](C(C3C=CC=CC=3)C3C=CC=CC=3)[CH2:7]2)[CH2:5][CH2:4][CH2:3]1. Product: [ClH:1].[ClH:1].[N:2]1([CH:6]2[CH2:9][NH:8][CH2:7]2)[CH2:5][CH2:4][CH2:3]1. The catalyst class is: 13.